From a dataset of CYP2D6 inhibition data for predicting drug metabolism from PubChem BioAssay. Regression/Classification. Given a drug SMILES string, predict its absorption, distribution, metabolism, or excretion properties. Task type varies by dataset: regression for continuous measurements (e.g., permeability, clearance, half-life) or binary classification for categorical outcomes (e.g., BBB penetration, CYP inhibition). Dataset: cyp2d6_veith. The drug is COCCCNC(=O)C1CC(=O)N(CCc2ccc(OC)c(OC)c2)C1. The result is 0 (non-inhibitor).